From a dataset of Forward reaction prediction with 1.9M reactions from USPTO patents (1976-2016). Predict the product of the given reaction. (1) Given the reactants [NH2:1][C:2]1[CH:3]=[C:4]([CH:7]=[C:8]([N:11]2[CH2:16][CH2:15][C@@H:14]([NH2:17])[C@H:13]([O:18][Si:19]([C:22]([CH3:25])([CH3:24])[CH3:23])([CH3:21])[CH3:20])[CH2:12]2)[C:9]=1[Cl:10])[C:5]#[N:6].C(N(CC)CC)C.[CH3:33][O:34][C:35](O[C:35]([O:34][CH3:33])=[O:36])=[O:36], predict the reaction product. The product is: [NH2:1][C:2]1[C:9]([Cl:10])=[C:8]([N:11]2[CH2:16][CH2:15][C@@H:14]([NH:17][C:35](=[O:36])[O:34][CH3:33])[C@H:13]([O:18][Si:19]([C:22]([CH3:25])([CH3:24])[CH3:23])([CH3:20])[CH3:21])[CH2:12]2)[CH:7]=[C:4]([C:5]#[N:6])[CH:3]=1. (2) Given the reactants [Br:1][CH2:2][C:3]1[CH:8]=[CH:7][C:6]([S:9]([CH3:12])(=[O:11])=[O:10])=[CH:5][C:4]=1Cl.FC1C=CC(C=O)=CC=1[C:23]([F:26])([F:25])[F:24].[CH2:27](S([O-])=O)C.[Na+], predict the reaction product. The product is: [Br:1][CH2:2][C:3]1[CH:8]=[CH:7][C:6]([S:9]([CH2:12][CH3:27])(=[O:11])=[O:10])=[CH:5][C:4]=1[C:23]([F:26])([F:25])[F:24]. (3) Given the reactants [C:1]([O:5][C:6]([NH:8][C@@H:9]1[CH2:14][CH2:13][N:12]([C:15]([O:17][CH2:18][C:19]2[CH:24]=[CH:23][CH:22]=[CH:21][CH:20]=2)=[O:16])[CH2:11][C@H:10]1[OH:25])=[O:7])([CH3:4])([CH3:3])[CH3:2].N1C=CN=C1.[C:31]([Si:35](Cl)([CH3:37])[CH3:36])([CH3:34])([CH3:33])[CH3:32].O, predict the reaction product. The product is: [C:1]([O:5][C:6]([NH:8][C@@H:9]1[CH2:14][CH2:13][N:12]([C:15]([O:17][CH2:18][C:19]2[CH:24]=[CH:23][CH:22]=[CH:21][CH:20]=2)=[O:16])[CH2:11][C@H:10]1[O:25][Si:35]([C:31]([CH3:34])([CH3:33])[CH3:32])([CH3:37])[CH3:36])=[O:7])([CH3:4])([CH3:2])[CH3:3].